Dataset: Catalyst prediction with 721,799 reactions and 888 catalyst types from USPTO. Task: Predict which catalyst facilitates the given reaction. (1) Reactant: [C:1]([C@H:3]1[C@H:7](O[Si](C)(C)C)[CH2:6][N:5]([C:13]([O:15][C:16]([CH3:19])([CH3:18])[CH3:17])=[O:14])[CH2:4]1)#[N:2].CCN(S(F)(F)[F:26])CC.C([O-])([O-])=O.[Na+].[Na+]. Product: [C:1]([C@H:3]1[C@@H:7]([F:26])[CH2:6][N:5]([C:13]([O:15][C:16]([CH3:19])([CH3:18])[CH3:17])=[O:14])[CH2:4]1)#[N:2]. The catalyst class is: 2. (2) Reactant: O1[C:5]2([CH2:10][CH2:9][N:8]([CH2:11][C:12]([CH3:15])([SH:14])[CH3:13])[CH2:7][CH2:6]2)[O:4]CC1.Cl.C([O-])([O-])=O.[Na+].[Na+]. Product: [CH3:15][C:12]([SH:14])([CH3:13])[CH2:11][N:8]1[CH2:9][CH2:10][C:5](=[O:4])[CH2:6][CH2:7]1. The catalyst class is: 1. (3) Reactant: Cl[C:2]1[N:7]=[CH:6][N:5]=[C:4]([N:8]([CH2:17][C:18]2[CH:23]=[CH:22][C:21]([O:24][CH3:25])=[CH:20][CH:19]=2)[CH2:9][CH2:10][CH2:11][CH2:12][C:13]([O:15][CH3:16])=[O:14])[C:3]=1[CH:26]=[O:27].[NH2:28][C:29]1[CH:48]=[CH:47][C:32]([O:33][CH:34]2[CH2:39][CH2:38][N:37]([C:40]([O:42][C:43]([CH3:46])([CH3:45])[CH3:44])=[O:41])[CH2:36][CH2:35]2)=[C:31]([Cl:49])[CH:30]=1.C(=O)([O-])[O-].[Na+].[Na+]. Product: [Cl:49][C:31]1[CH:30]=[C:29]([NH:28][C:2]2[C:3]([CH:26]=[O:27])=[C:4]([N:8]([CH2:17][C:18]3[CH:23]=[CH:22][C:21]([O:24][CH3:25])=[CH:20][CH:19]=3)[CH2:9][CH2:10][CH2:11][CH2:12][C:13]([O:15][CH3:16])=[O:14])[N:5]=[CH:6][N:7]=2)[CH:48]=[CH:47][C:32]=1[O:33][CH:34]1[CH2:39][CH2:38][N:37]([C:40]([O:42][C:43]([CH3:46])([CH3:45])[CH3:44])=[O:41])[CH2:36][CH2:35]1. The catalyst class is: 9. (4) Reactant: [Cl:1][C:2]1[CH:3]=[C:4]([O:9][CH2:10][C:11]2[C:23]([F:24])=[CH:22][C:14]([C:15]([NH:17][S:18]([CH3:21])(=[O:20])=[O:19])=[O:16])=[C:13]([F:25])[CH:12]=2)[CH:5]=[N:6][C:7]=1F.[F:26][C:27]([F:33])([F:32])[C:28]([CH3:31])([OH:30])[CH3:29].C(=O)([O-])[O-].[Cs+].[Cs+]. Product: [Cl:1][C:2]1[CH:3]=[C:4]([O:9][CH2:10][C:11]2[C:23]([F:24])=[CH:22][C:14]([C:15]([NH:17][S:18]([CH3:21])(=[O:20])=[O:19])=[O:16])=[C:13]([F:25])[CH:12]=2)[CH:5]=[N:6][C:7]=1[O:30][C:28]([CH3:31])([CH3:29])[C:27]([F:33])([F:32])[F:26]. The catalyst class is: 197.